The task is: Regression. Given two drug SMILES strings and cell line genomic features, predict the synergy score measuring deviation from expected non-interaction effect.. This data is from NCI-60 drug combinations with 297,098 pairs across 59 cell lines. (1) Drug 1: C1=CC(=C2C(=C1NCCNCCO)C(=O)C3=C(C=CC(=C3C2=O)O)O)NCCNCCO. Drug 2: C1CC(=O)NC(=O)C1N2C(=O)C3=CC=CC=C3C2=O. Cell line: SR. Synergy scores: CSS=71.2, Synergy_ZIP=0.820, Synergy_Bliss=0.910, Synergy_Loewe=-27.0, Synergy_HSA=1.47. (2) Drug 1: CC1=C(C=C(C=C1)NC2=NC=CC(=N2)N(C)C3=CC4=NN(C(=C4C=C3)C)C)S(=O)(=O)N.Cl. Drug 2: C1=CC=C(C(=C1)C(C2=CC=C(C=C2)Cl)C(Cl)Cl)Cl. Cell line: UACC62. Synergy scores: CSS=4.83, Synergy_ZIP=14.9, Synergy_Bliss=3.78, Synergy_Loewe=3.36, Synergy_HSA=3.57. (3) Drug 1: C1=NC2=C(N1)C(=S)N=CN2. Drug 2: C1=NNC2=C1C(=O)NC=N2. Cell line: A549. Synergy scores: CSS=13.1, Synergy_ZIP=-6.00, Synergy_Bliss=0.299, Synergy_Loewe=-18.0, Synergy_HSA=-1.13.